Dataset: Full USPTO retrosynthesis dataset with 1.9M reactions from patents (1976-2016). Task: Predict the reactants needed to synthesize the given product. (1) The reactants are: Br[C:2]1[CH:3]=[C:4]2[C:8](=[C:9]([C:11]([NH2:13])=[O:12])[CH:10]=1)[NH:7][CH:6]=[C:5]2[CH:14]1[CH2:19][CH2:18][N:17]([S:20]([CH2:23][CH3:24])(=[O:22])=[O:21])[CH2:16][CH2:15]1.[O-]P([O-])([O-])=O.[K+].[K+].[K+].[OH:33][CH2:34][C:35]1[CH:40]=[CH:39][C:38](B(O)O)=[CH:37][CH:36]=1. Given the product [CH2:23]([S:20]([N:17]1[CH2:18][CH2:19][CH:14]([C:5]2[C:4]3[C:8](=[C:9]([C:11]([NH2:13])=[O:12])[CH:10]=[C:2]([C:38]4[CH:39]=[CH:40][C:35]([CH2:34][OH:33])=[CH:36][CH:37]=4)[CH:3]=3)[NH:7][CH:6]=2)[CH2:15][CH2:16]1)(=[O:22])=[O:21])[CH3:24], predict the reactants needed to synthesize it. (2) Given the product [F:1][C:2]1[C:11]2[C:6](=[CH:7][CH:8]=[CH:9][CH:10]=2)[C:5]([S:13]([Cl:12])(=[O:15])=[O:14])=[CH:4][CH:3]=1, predict the reactants needed to synthesize it. The reactants are: [F:1][C:2]1[C:11]2[C:6](=[CH:7][CH:8]=[CH:9][CH:10]=2)[CH:5]=[CH:4][CH:3]=1.[Cl:12][S:13](O)(=[O:15])=[O:14].O.